From a dataset of NCI-60 drug combinations with 297,098 pairs across 59 cell lines. Regression. Given two drug SMILES strings and cell line genomic features, predict the synergy score measuring deviation from expected non-interaction effect. (1) Drug 1: CCC1(CC2CC(C3=C(CCN(C2)C1)C4=CC=CC=C4N3)(C5=C(C=C6C(=C5)C78CCN9C7C(C=CC9)(C(C(C8N6C)(C(=O)OC)O)OC(=O)C)CC)OC)C(=O)OC)O.OS(=O)(=O)O. Drug 2: CCC1(C2=C(COC1=O)C(=O)N3CC4=CC5=C(C=CC(=C5CN(C)C)O)N=C4C3=C2)O.Cl. Cell line: NCI-H226. Synergy scores: CSS=17.8, Synergy_ZIP=-3.96, Synergy_Bliss=-1.60, Synergy_Loewe=-4.62, Synergy_HSA=-2.57. (2) Drug 1: CC12CCC3C(C1CCC2=O)CC(=C)C4=CC(=O)C=CC34C. Drug 2: CN(CCCl)CCCl.Cl. Cell line: PC-3. Synergy scores: CSS=54.4, Synergy_ZIP=0.868, Synergy_Bliss=2.97, Synergy_Loewe=3.47, Synergy_HSA=3.54. (3) Drug 1: C1CCC(C1)C(CC#N)N2C=C(C=N2)C3=C4C=CNC4=NC=N3. Drug 2: CC=C1C(=O)NC(C(=O)OC2CC(=O)NC(C(=O)NC(CSSCCC=C2)C(=O)N1)C(C)C)C(C)C. Cell line: NCI-H460. Synergy scores: CSS=7.78, Synergy_ZIP=-3.38, Synergy_Bliss=-11.1, Synergy_Loewe=-61.0, Synergy_HSA=-11.1. (4) Drug 1: C1=NC2=C(N=C(N=C2N1C3C(C(C(O3)CO)O)F)Cl)N. Drug 2: CC1CCCC2(C(O2)CC(NC(=O)CC(C(C(=O)C(C1O)C)(C)C)O)C(=CC3=CSC(=N3)C)C)C. Cell line: NCI-H460. Synergy scores: CSS=48.3, Synergy_ZIP=-1.36, Synergy_Bliss=-4.74, Synergy_Loewe=-20.8, Synergy_HSA=-4.54.